Dataset: Forward reaction prediction with 1.9M reactions from USPTO patents (1976-2016). Task: Predict the product of the given reaction. Given the reactants [OH:1][C:2]1[CH:7]=[C:6]([OH:8])[CH:5]=[CH:4][C:3]=1[C:9](=O)[CH3:10].Cl.[NH2:13][OH:14].C([O-])(=O)C.[Na+], predict the reaction product. The product is: [OH:1][C:2]1[CH:7]=[C:6]([OH:8])[CH:5]=[CH:4][C:3]=1[C:9](=[N:13][OH:14])[CH3:10].